From a dataset of Catalyst prediction with 721,799 reactions and 888 catalyst types from USPTO. Predict which catalyst facilitates the given reaction. (1) Reactant: [NH2:1][C:2](=[O:30])[C@H:3]([NH:13][C:14]1[CH:22]=[CH:21][C:17]([C:18]([NH2:20])=[O:19])=[C:16]([NH:23][C:24]2[S:28][N:27]=[C:26]([CH3:29])[CH:25]=2)[CH:15]=1)[CH2:4][O:5]CC1C=CC=CC=1.B(Br)(Br)Br. Product: [NH2:1][C:2](=[O:30])[C@H:3]([NH:13][C:14]1[CH:22]=[CH:21][C:17]([C:18]([NH2:20])=[O:19])=[C:16]([NH:23][C:24]2[S:28][N:27]=[C:26]([CH3:29])[CH:25]=2)[CH:15]=1)[CH2:4][OH:5]. The catalyst class is: 2. (2) Reactant: CN1C=C(CN(C)C(C2N(C3C=CC(F)=CC=3)C(S)=NC=2)=O)C(C)=N1.[Cl:26][C:27]1[CH:32]=[CH:31][CH:30]=[C:29]([F:33])[C:28]=1[C:34]#[C:35][C:36]1[N:37]([C:46]2[CH:51]=[CH:50][C:49]([F:52])=[CH:48][CH:47]=2)[C:38]([C:41]([O:43]CC)=[O:42])=[CH:39][N:40]=1.[OH-].[Li+].C1COCC1. Product: [Cl:26][C:27]1[CH:32]=[CH:31][CH:30]=[C:29]([F:33])[C:28]=1[C:34]#[C:35][C:36]1[N:37]([C:46]2[CH:47]=[CH:48][C:49]([F:52])=[CH:50][CH:51]=2)[C:38]([C:41]([OH:43])=[O:42])=[CH:39][N:40]=1. The catalyst class is: 72. (3) Reactant: [H-].[Al+3].[Li+].[H-].[H-].[H-].[Cl:7][C:8]1[CH:13]=[C:12]([Cl:14])[CH:11]=[CH:10][C:9]=1[S:15]([NH:18][C:19]1[CH:20]=[C:21]([C:28]([S:31][C:32]2[CH:37]=[CH:36][C:35]([S:38]([N:41]3[CH2:46][CH2:45][CH2:44][CH2:43][CH2:42]3)(=[O:40])=[O:39])=[CH:34][CH:33]=2)=[CH:29][N:30]=1)[C:22](N(OC)C)=[O:23])(=[O:17])=[O:16].C([O-])(O)=O.[Na+]. Product: [Cl:7][C:8]1[CH:13]=[C:12]([Cl:14])[CH:11]=[CH:10][C:9]=1[S:15]([NH:18][C:19]1[CH:20]=[C:21]([CH:22]=[O:23])[C:28]([S:31][C:32]2[CH:33]=[CH:34][C:35]([S:38]([N:41]3[CH2:46][CH2:45][CH2:44][CH2:43][CH2:42]3)(=[O:40])=[O:39])=[CH:36][CH:37]=2)=[CH:29][N:30]=1)(=[O:17])=[O:16]. The catalyst class is: 295. (4) Reactant: [Br:1][C:2]1[C:3]([N:9]2[CH2:14][CH2:13][O:12][CH2:11][CH:10]2[C:15]([OH:17])=[O:16])=[N:4][C:5]([Cl:8])=[N:6][CH:7]=1.[CH3:18][C:19]1[NH:20][CH:21]=[CH:22][N:23]=1.C([O-])([O-])=O.[Cs+].[Cs+].O. Product: [ClH:8].[Br:1][C:2]1[C:3]([N:9]2[CH2:14][CH2:13][O:12][CH2:11][CH:10]2[C:15]([OH:17])=[O:16])=[N:4][C:5]([N:20]2[CH:21]=[CH:22][N:23]=[C:19]2[CH3:18])=[N:6][CH:7]=1. The catalyst class is: 44.